Task: Predict the product of the given reaction.. Dataset: Forward reaction prediction with 1.9M reactions from USPTO patents (1976-2016) Given the reactants [NH2:1][CH:2]1[CH2:11][C:10]2[C:5](=[N:6][CH:7]=[CH:8][CH:9]=2)[NH:4][C:3]1=[O:12].[C:13]([O:17][C:18](=[O:40])[NH:19][C@H:20]([CH2:32][C:33]1[CH:38]=[CH:37][CH:36]=[CH:35][C:34]=1[F:39])[CH2:21][C:22](ON1C(=O)CCC1=O)=[O:23])([CH3:16])([CH3:15])[CH3:14].C(N(CC)CC)C, predict the reaction product. The product is: [C:13]([O:17][C:18](=[O:40])[NH:19][C@H:20]([CH2:32][C:33]1[CH:38]=[CH:37][CH:36]=[CH:35][C:34]=1[F:39])[CH2:21][C:22](=[O:23])[NH:1][CH:2]1[CH2:11][C:10]2[C:5](=[N:6][CH:7]=[CH:8][CH:9]=2)[NH:4][C:3]1=[O:12])([CH3:16])([CH3:14])[CH3:15].